Task: Predict the reactants needed to synthesize the given product.. Dataset: Full USPTO retrosynthesis dataset with 1.9M reactions from patents (1976-2016) (1) Given the product [C:14]([Si:11]([CH3:13])([CH3:12])[O:10][CH:8]([C:4]1[O:3][CH:7]=[CH:6][N:5]=1)[CH3:9])([CH3:17])([CH3:16])[CH3:15], predict the reactants needed to synthesize it. The reactants are: N#N.[O:3]1[CH:7]=[CH:6][N:5]=[C:4]1[CH:8]([OH:10])[CH3:9].[Si:11](Cl)([C:14]([CH3:17])([CH3:16])[CH3:15])([CH3:13])[CH3:12].N1C=CN=C1.[NH4+].[Cl-]. (2) Given the product [Br:1][C:2]1[CH:7]=[C:6]([Cl:8])[CH:5]=[CH:4][C:3]=1[O:9][CH:13]([CH3:14])[C:12]([O:11][CH3:10])=[O:16], predict the reactants needed to synthesize it. The reactants are: [Br:1][C:2]1[CH:7]=[C:6]([Cl:8])[CH:5]=[CH:4][C:3]=1[OH:9].[CH3:10][O:11][C:12](=[O:16])[CH:13](Br)[CH3:14].C([O-])([O-])=O.[K+].[K+]. (3) Given the product [CH:1]1([N:4]([CH2:26][C:27]2[CH:32]=[C:31]([CH2:33][CH2:34][CH2:35][O:36][CH3:37])[CH:30]=[C:29]([O:38][CH2:39][CH2:40][O:41][CH3:42])[CH:28]=2)[C:5]([CH:7]2[C:12]([OH:18])([C:13]3[N:14]=[N:15][NH:16][CH:17]=3)[CH2:11][CH2:10][NH:9][CH2:8]2)=[O:6])[CH2:3][CH2:2]1, predict the reactants needed to synthesize it. The reactants are: [CH:1]1([N:4]([CH2:26][C:27]2[CH:32]=[C:31]([CH2:33][CH2:34][CH2:35][O:36][CH3:37])[CH:30]=[C:29]([O:38][CH2:39][CH2:40][O:41][CH3:42])[CH:28]=2)[C:5]([C@@H:7]2[C@@:12]([OH:18])([C:13]3[N:14]=[N:15][NH:16][CH:17]=3)[CH2:11][CH2:10][N:9](C(OC(C)(C)C)=O)[CH2:8]2)=[O:6])[CH2:3][CH2:2]1.Cl. (4) The reactants are: C[Si]([N-][Si](C)(C)C)(C)C.[Li+].[OH:11][C@@H:12]([CH2:22][O:23][CH:24]([CH3:26])[CH3:25])[C:13]([NH:15][C:16]1[S:20][N:19]=[C:18]([CH3:21])[N:17]=1)=[O:14].Cl[C:28]1[N:33]=[CH:32][N:31]=[C:30]2[N:34]([C:37]3[CH:42]=[CH:41][CH:40]=[CH:39][C:38]=3[Cl:43])[N:35]=[CH:36][C:29]=12. Given the product [Cl:43][C:38]1[CH:39]=[CH:40][CH:41]=[CH:42][C:37]=1[N:34]1[C:30]2[N:31]=[CH:32][N:33]=[C:28]([O:11][C@@H:12]([CH2:22][O:23][CH:24]([CH3:26])[CH3:25])[C:13]([NH:15][C:16]3[S:20][N:19]=[C:18]([CH3:21])[N:17]=3)=[O:14])[C:29]=2[CH:36]=[N:35]1, predict the reactants needed to synthesize it. (5) Given the product [CH3:1][O:2][C:3]1[CH:4]=[C:5]([NH:15][C:16]2[N:25]=[CH:24][C:23]3[CH2:22][CH2:21][CH2:20][CH:19]([N:31]4[CH2:36][CH2:35][CH2:34][CH2:33][CH2:32]4)[C:18]=3[N:17]=2)[CH:6]=[CH:7][C:8]=1[N:9]1[CH:13]=[C:12]([CH3:14])[N:11]=[CH:10]1, predict the reactants needed to synthesize it. The reactants are: [CH3:1][O:2][C:3]1[CH:4]=[C:5]([NH:15][C:16]2[N:25]=[CH:24][C:23]3[CH2:22][CH2:21][CH2:20][CH:19](OS(C)(=O)=O)[C:18]=3[N:17]=2)[CH:6]=[CH:7][C:8]=1[N:9]1[CH:13]=[C:12]([CH3:14])[N:11]=[CH:10]1.[NH:31]1[CH2:36][CH2:35][CH2:34][CH2:33][CH2:32]1.C(N(CC)CC)C. (6) Given the product [NH2:32][C:27]1[CH:26]=[CH:25][C:24]2[C:29](=[CH:30][CH:31]=[C:22]([C:6]3[CH:7]=[CH:8][CH:9]=[CH:10][C:5]=3[C:4]([O:3][CH2:1][CH3:2])=[O:20])[CH:23]=2)[N:28]=1, predict the reactants needed to synthesize it. The reactants are: [CH2:1]([O:3][C:4](=[O:20])[C:5]1[CH:10]=[CH:9][CH:8]=[CH:7][C:6]=1B1OC(C)(C)C(C)(C)O1)[CH3:2].Br[C:22]1[CH:23]=[C:24]2[C:29](=[CH:30][CH:31]=1)[N:28]=[C:27]([NH2:32])[CH:26]=[CH:25]2.C([O-])(=O)C.[K+].CCO.O.